Dataset: Full USPTO retrosynthesis dataset with 1.9M reactions from patents (1976-2016). Task: Predict the reactants needed to synthesize the given product. Given the product [NH2:13][CH:12]([C:11]1[N:10]=[C:9]2[CH:14]=[CH:15][N:16]([CH3:17])[C:8]2=[CH:7][C:6]=1[N:4]1[CH2:5][CH:2]([OH:1])[CH2:3]1)[CH3:18], predict the reactants needed to synthesize it. The reactants are: [OH:1][CH:2]1[CH2:5][N:4]([C:6]2[CH:7]=[C:8]3[N:16]([CH3:17])[CH:15]=[CH:14][C:9]3=[N:10][C:11]=2[C:12]#[N:13])[CH2:3]1.[CH3:18][Mg]Br.CCOCC.[BH4-].[Na+].